From a dataset of Catalyst prediction with 721,799 reactions and 888 catalyst types from USPTO. Predict which catalyst facilitates the given reaction. (1) Reactant: [Cl:1][C:2]1[N:7]=[CH:6][C:5]([NH:8][CH3:9])=[C:4](I)[CH:3]=1.[F:11][C:12]1[CH:17]=[CH:16][C:15](B(O)O)=[C:14]([O:21][CH3:22])[CH:13]=1. Product: [Cl:1][C:2]1[N:7]=[CH:6][C:5]([NH:8][CH3:9])=[C:4]([C:15]2[CH:16]=[CH:17][C:12]([F:11])=[CH:13][C:14]=2[O:21][CH3:22])[CH:3]=1. The catalyst class is: 243. (2) Reactant: [Si:1]([O:18][CH2:19][CH:20]([C:22]1[CH:27]=[CH:26][C:25]([C:28]2[CH:33]=[C:32]([O:34][CH3:35])[CH:31]=[CH:30][C:29]=2[F:36])=[CH:24][N:23]=1)[OH:21])([C:14]([CH3:17])([CH3:16])[CH3:15])([C:8]1[CH:13]=[CH:12][CH:11]=[CH:10][CH:9]=1)[C:2]1[CH:7]=[CH:6][CH:5]=[CH:4][CH:3]=1.[CH:37]1([C@@H:40]([C:47]2[CH:52]=[CH:51][C:50]([I:53])=[C:49](O)[CH:48]=2)[C@H:41]([CH3:46])[C:42]([O:44][CH3:45])=[O:43])[CH2:39][CH2:38]1.C(P(CCCC)CCCC)CCC.N(C(N1CCCCC1)=O)=NC(N1CCCCC1)=O. The catalyst class is: 1. Product: [Si:1]([O:18][CH2:19][CH:20]([C:22]1[CH:27]=[CH:26][C:25]([C:28]2[CH:33]=[C:32]([O:34][CH3:35])[CH:31]=[CH:30][C:29]=2[F:36])=[CH:24][N:23]=1)[O:21][C:51]1[CH:52]=[C:47]([C@H:40]([CH:37]2[CH2:38][CH2:39]2)[C@H:41]([CH3:46])[C:42]([O:44][CH3:45])=[O:43])[CH:48]=[CH:49][C:50]=1[I:53])([C:14]([CH3:16])([CH3:17])[CH3:15])([C:8]1[CH:13]=[CH:12][CH:11]=[CH:10][CH:9]=1)[C:2]1[CH:3]=[CH:4][CH:5]=[CH:6][CH:7]=1. (3) Reactant: [C:1]([C:3]1[CH:8]=[C:7]([C:9]#[N:10])[CH:6]=[CH:5][N:4]=1)#[N:2].FC(F)(F)S([O-])(=O)=O.[Yb+3].FC(F)(F)S([O-])(=O)=O.FC(F)(F)S([O-])(=O)=O.[F:36][C:37]1[CH:42]=[CH:41][C:40]([C:43]([C:48]2[CH:49]=[N:50][C:51]([F:54])=[CH:52][CH:53]=2)(N)[C@@H:44]([NH2:46])[CH3:45])=[CH:39][CH:38]=1. The catalyst class is: 133. Product: [C:9]([C:7]1[CH:6]=[CH:5][N:4]=[C:3]([C:1]2[NH:46][C@@H:44]([CH3:45])[C:43]([C:40]3[CH:41]=[CH:42][C:37]([F:36])=[CH:38][CH:39]=3)([C:48]3[CH:49]=[N:50][C:51]([F:54])=[CH:52][CH:53]=3)[N:2]=2)[CH:8]=1)#[N:10].